Regression. Given two drug SMILES strings and cell line genomic features, predict the synergy score measuring deviation from expected non-interaction effect. From a dataset of NCI-60 drug combinations with 297,098 pairs across 59 cell lines. (1) Drug 1: C1CCC(C1)C(CC#N)N2C=C(C=N2)C3=C4C=CNC4=NC=N3. Drug 2: CCC1=CC2CC(C3=C(CN(C2)C1)C4=CC=CC=C4N3)(C5=C(C=C6C(=C5)C78CCN9C7C(C=CC9)(C(C(C8N6C)(C(=O)OC)O)OC(=O)C)CC)OC)C(=O)OC.C(C(C(=O)O)O)(C(=O)O)O. Cell line: EKVX. Synergy scores: CSS=47.6, Synergy_ZIP=1.41, Synergy_Bliss=3.75, Synergy_Loewe=-4.16, Synergy_HSA=6.24. (2) Drug 1: C1C(C(OC1N2C=C(C(=O)NC2=O)F)CO)O. Drug 2: CCC1(C2=C(COC1=O)C(=O)N3CC4=CC5=C(C=CC(=C5CN(C)C)O)N=C4C3=C2)O.Cl. Cell line: HOP-92. Synergy scores: CSS=18.8, Synergy_ZIP=-10.0, Synergy_Bliss=-3.99, Synergy_Loewe=-6.06, Synergy_HSA=-1.06. (3) Drug 1: CN(CC1=CN=C2C(=N1)C(=NC(=N2)N)N)C3=CC=C(C=C3)C(=O)NC(CCC(=O)O)C(=O)O. Drug 2: CS(=O)(=O)OCCCCOS(=O)(=O)C. Cell line: 786-0. Synergy scores: CSS=51.4, Synergy_ZIP=2.81, Synergy_Bliss=0.0136, Synergy_Loewe=-10.5, Synergy_HSA=0.730. (4) Drug 1: COC1=NC(=NC2=C1N=CN2C3C(C(C(O3)CO)O)O)N. Drug 2: CC(C)CN1C=NC2=C1C3=CC=CC=C3N=C2N. Cell line: SNB-19. Synergy scores: CSS=1.77, Synergy_ZIP=-0.134, Synergy_Bliss=-1.08, Synergy_Loewe=0.633, Synergy_HSA=-1.82. (5) Drug 1: C1CCN(CC1)CCOC2=CC=C(C=C2)C(=O)C3=C(SC4=C3C=CC(=C4)O)C5=CC=C(C=C5)O. Drug 2: CC12CCC3C(C1CCC2OP(=O)(O)O)CCC4=C3C=CC(=C4)OC(=O)N(CCCl)CCCl.[Na+]. Cell line: SF-539. Synergy scores: CSS=-7.40, Synergy_ZIP=2.78, Synergy_Bliss=-0.359, Synergy_Loewe=-5.89, Synergy_HSA=-5.96. (6) Drug 1: CN(CC1=CN=C2C(=N1)C(=NC(=N2)N)N)C3=CC=C(C=C3)C(=O)NC(CCC(=O)O)C(=O)O. Drug 2: CC(C)(C1=NC(=CC=C1)N2C3=NC(=NC=C3C(=O)N2CC=C)NC4=CC=C(C=C4)N5CCN(CC5)C)O. Cell line: HCT116. Synergy scores: CSS=56.6, Synergy_ZIP=-3.85, Synergy_Bliss=-7.49, Synergy_Loewe=-11.2, Synergy_HSA=-5.62. (7) Drug 1: C1=CC(=C2C(=C1NCCNCCO)C(=O)C3=C(C=CC(=C3C2=O)O)O)NCCNCCO. Drug 2: C1=NC2=C(N1)C(=S)N=CN2. Cell line: CCRF-CEM. Synergy scores: CSS=71.9, Synergy_ZIP=0.0850, Synergy_Bliss=-0.352, Synergy_Loewe=-0.754, Synergy_HSA=3.49.